Dataset: Full USPTO retrosynthesis dataset with 1.9M reactions from patents (1976-2016). Task: Predict the reactants needed to synthesize the given product. (1) Given the product [C:1]([O:4][C:5]1[CH:14]=[C:13]2[C:8]([C:9]([CH3:19])=[C:10]([C:17]#[N:18])[C:11]([S:22]([CH3:28])(=[O:25])=[O:23])=[N:12]2)=[CH:7][C:6]=1[O:20][CH3:21])(=[O:3])[CH3:2], predict the reactants needed to synthesize it. The reactants are: [C:1]([O:4][C:5]1[CH:14]=[C:13]2[C:8]([C:9]([CH3:19])=[C:10]([C:17]#[N:18])[C:11](SC)=[N:12]2)=[CH:7][C:6]=1[O:20][CH3:21])(=[O:3])[CH3:2].[S:22]([O-:25])([O-])=[O:23].[Na+].[Na+].[CH2:28](Cl)Cl. (2) Given the product [Br:43][C:44]1[CH:45]=[C:46]([C@H:50]([NH:52][C:34]([NH:20][C:19]2[CH:21]=[CH:22][C:16]([O:15][C:6]3[C:5]4[C:10](=[CH:11][C:12]([O:13][CH3:14])=[C:3]([O:2][CH3:1])[CH:4]=4)[N:9]=[CH:8][CH:7]=3)=[CH:17][CH:18]=2)=[O:40])[CH3:51])[CH:47]=[CH:48][CH:49]=1, predict the reactants needed to synthesize it. The reactants are: [CH3:1][O:2][C:3]1[CH:4]=[C:5]2[C:10](=[CH:11][C:12]=1[O:13][CH3:14])[N:9]=[CH:8][CH:7]=[C:6]2[O:15][C:16]1[CH:22]=[CH:21][C:19]([NH2:20])=[CH:18][CH:17]=1.C(N(CC)CC)C.ClC(Cl)(O[C:34](=[O:40])OC(Cl)(Cl)Cl)Cl.Cl.[Br:43][C:44]1[CH:45]=[C:46]([C@H:50]([NH2:52])[CH3:51])[CH:47]=[CH:48][CH:49]=1.